Dataset: Catalyst prediction with 721,799 reactions and 888 catalyst types from USPTO. Task: Predict which catalyst facilitates the given reaction. (1) Reactant: [C:1]([C:4]1[C:13]2[C:8](=[CH:9][CH:10]=[CH:11][CH:12]=2)[C:7](=[O:14])[O:6][C:5]=1[NH:15][C@H:16]([C:19]1[CH:24]=[CH:23][CH:22]=[CH:21][CH:20]=1)[CH2:17][CH3:18])(=O)[CH3:2].[Cl:25][C:26]1[CH:27]=[C:28]([CH:30]=[CH:31][C:32]=1[Cl:33])[NH2:29]. Product: [C:19]1([C@@H:16]([NH:15][C:5]([C:4]2[C:13]3[C:8](=[CH:9][CH:10]=[CH:11][CH:12]=3)[C:7](=[O:14])[N:29]([C:28]3[CH:30]=[CH:31][C:32]([Cl:33])=[C:26]([Cl:25])[CH:27]=3)[C:1]=2[CH3:2])=[O:6])[CH2:17][CH3:18])[CH:20]=[CH:21][CH:22]=[CH:23][CH:24]=1. The catalyst class is: 10. (2) Reactant: [F:1][C:2]1[CH:3]=[C:4]([N:16]2[CH2:20][C@H:19]([CH2:21][NH:22][C:23](=[O:25])[CH3:24])[O:18][C:17]2=[O:26])[CH:5]=[CH:6][C:7]=1[N:8]1[CH2:13][CH2:12][CH:11]([CH2:14][OH:15])[CH2:10][CH2:9]1.O[C:28]1[CH:32]=[CH:31][O:30][N:29]=1.C1(P(C2C=CC=CC=2)C2C=CC=CC=2)C=CC=CC=1.CC(OC(/N=N/C(OC(C)C)=O)=O)C. Product: [O:30]1[CH:31]=[CH:32][C:28]([O:15][CH2:14][CH:11]2[CH2:12][CH2:13][N:8]([C:7]3[CH:6]=[CH:5][C:4]([N:16]4[CH2:20][C@H:19]([CH2:21][NH:22][C:23](=[O:25])[CH3:24])[O:18][C:17]4=[O:26])=[CH:3][C:2]=3[F:1])[CH2:9][CH2:10]2)=[N:29]1. The catalyst class is: 1. (3) Reactant: COC([N:5]1[C:13]2[C:8](=[C:9]([NH:14][C:15]([O:17]N3C(=O)CCC3=O)=O)[CH:10]=[CH:11][CH:12]=2)[CH:7]=[N:6]1)=O.[NH2:25][CH:26]1[C:34]2[C:29](=[CH:30][C:31]([C:35]([CH3:39])([CH3:38])[C:36]#[N:37])=[CH:32][CH:33]=2)[CH2:28][CH2:27]1.CCN(C(C)C)C(C)C.CO. Product: [C:36]([C:35]([C:31]1[CH:30]=[C:29]2[C:34](=[CH:33][CH:32]=1)[CH:26]([NH:25][C:15]([NH:14][C:9]1[CH:10]=[CH:11][CH:12]=[C:13]3[C:8]=1[CH:7]=[N:6][NH:5]3)=[O:17])[CH2:27][CH2:28]2)([CH3:39])[CH3:38])#[N:37]. The catalyst class is: 18. (4) Reactant: [F:1][C:2]1[CH:3]=[C:4]([C:8]2[CH2:9][CH2:10][C:11]([C:20]([O:22]C)=[O:21])([C:14]3[CH:19]=[CH:18][CH:17]=[CH:16][CH:15]=3)[CH2:12][CH:13]=2)[CH:5]=[N:6][CH:7]=1.[OH-].[Na+]. Product: [F:1][C:2]1[CH:3]=[C:4]([C:8]2[CH2:9][CH2:10][C:11]([C:20]([OH:22])=[O:21])([C:14]3[CH:19]=[CH:18][CH:17]=[CH:16][CH:15]=3)[CH2:12][CH:13]=2)[CH:5]=[N:6][CH:7]=1. The catalyst class is: 5. (5) Reactant: [CH3:1][C:2]([OH:13])([CH3:12])[CH2:3][N:4]1[CH:8]=[C:7]([N+:9]([O-:11])=[O:10])[CH:6]=[N:5]1.[CH3:14][Si:15](Cl)([CH3:17])[CH3:16].N1C=CN=C1. Product: [CH3:12][C:2]([O:13][Si:15]([CH3:17])([CH3:16])[CH3:14])([CH3:1])[CH2:3][N:4]1[CH:8]=[C:7]([N+:9]([O-:11])=[O:10])[CH:6]=[N:5]1. The catalyst class is: 39. (6) Reactant: Br[C:2]1[CH:3]=[CH:4][C:5]2[O:10][CH2:9][CH2:8][N:7]([C:11]3[S:12][C:13]4[CH2:14]C(C)(C)N[C:17](=O)[C:18]=4[N:19]=3)[C:6]=2[CH:23]=1.[CH3:24][C:25]1[CH:30]=[CH:29][C:28](B(O)O)=[CH:27][N:26]=1.C([O-])([O-])=O.[Na+].[Na+].[OH2:40]. Product: [CH3:5][C:6]1([CH3:23])[NH:7][C:14](=[O:40])[C:13]2[S:12][C:11]([N:7]3[C:6]4[CH:23]=[C:2]([C:28]5[CH:27]=[N:26][C:25]([CH3:24])=[CH:30][CH:29]=5)[CH:3]=[CH:4][C:5]=4[O:10][CH2:9][CH2:8]3)=[N:19][C:18]=2[CH2:17]1. The catalyst class is: 1. (7) Reactant: [F:1][C:2]1([F:22])[C@@H:7]2[C@H:3]1[C@@H:4]([C:18]([O:20]C)=[O:19])[N:5]([S:8]([C:11]1[CH:16]=[CH:15][C:14]([F:17])=[CH:13][CH:12]=1)(=[O:10])=[O:9])[CH2:6]2.O.[OH-].[Li+]. Product: [F:22][C:2]1([F:1])[C@H:3]2[C@@H:7]1[CH2:6][N:5]([S:8]([C:11]1[CH:16]=[CH:15][C:14]([F:17])=[CH:13][CH:12]=1)(=[O:10])=[O:9])[C@@H:4]2[C:18]([OH:20])=[O:19]. The catalyst class is: 30. (8) Reactant: C([O:8][C:9]1[CH:18]=[C:17]2[C:12]([C:13]([O:19][C:20]3[CH:25]=[CH:24][C:23]([N+:26]([O-:28])=[O:27])=[CH:22][CH:21]=3)=[CH:14][CH:15]=[N:16]2)=[CH:11][CH:10]=1)C1C=CC=CC=1.Cl. Product: [N+:26]([C:23]1[CH:24]=[CH:25][C:20]([O:19][C:13]2[C:12]3[C:17](=[CH:18][C:9]([OH:8])=[CH:10][CH:11]=3)[N:16]=[CH:15][CH:14]=2)=[CH:21][CH:22]=1)([O-:28])=[O:27]. The catalyst class is: 12. (9) Reactant: C[O:2][C:3](=[O:33])[CH2:4][N:5]1[C:13]2[C:8](=[CH:9][C:10]([F:14])=[CH:11][CH:12]=2)[C:7]([CH2:15][C:16]2[C:17]([S:22]([C:25]3[CH:30]=[CH:29][CH:28]=[CH:27][C:26]=3[Cl:31])(=[O:24])=[O:23])=[N:18][CH:19]=[CH:20][CH:21]=2)=[C:6]1[CH3:32].[OH-].[Na+].Cl. Product: [F:14][C:10]1[CH:9]=[C:8]2[C:13](=[CH:12][CH:11]=1)[N:5]([CH2:4][C:3]([OH:33])=[O:2])[C:6]([CH3:32])=[C:7]2[CH2:15][C:16]1[C:17]([S:22]([C:25]2[CH:30]=[CH:29][CH:28]=[CH:27][C:26]=2[Cl:31])(=[O:24])=[O:23])=[N:18][CH:19]=[CH:20][CH:21]=1. The catalyst class is: 7. (10) Reactant: [C:1]([O:5][C:6](=[O:31])[NH:7][C:8]1[S:9][CH2:10][C@@H:11]2[C@@H:16]([C:17]([F:20])([F:19])[F:18])[O:15][CH2:14][C@:12]2([C:21]2[CH:26]=[C:25]([N+:27]([O-])=O)[CH:24]=[CH:23][C:22]=2[F:30])[N:13]=1)([CH3:4])([CH3:3])[CH3:2].O.O.[Sn](Cl)(Cl)(Cl)Cl. Product: [C:1]([O:5][C:6](=[O:31])[NH:7][C:8]1[S:9][CH2:10][C@@H:11]2[C@@H:16]([C:17]([F:18])([F:20])[F:19])[O:15][CH2:14][C@:12]2([C:21]2[CH:26]=[C:25]([NH2:27])[CH:24]=[CH:23][C:22]=2[F:30])[N:13]=1)([CH3:4])([CH3:2])[CH3:3]. The catalyst class is: 8.